Predict which catalyst facilitates the given reaction. From a dataset of Catalyst prediction with 721,799 reactions and 888 catalyst types from USPTO. (1) Reactant: [CH:1]1([CH2:7][CH2:8][CH2:9][O:10][C:11]2[CH:16]=[CH:15][C:14]([CH2:17][CH2:18][CH2:19][O:20][C:21]3[CH:26]=[CH:25][C:24]([C:27]([O:29][CH2:30][CH3:31])=[O:28])=[CH:23][C:22]=3CC(O)=O)=[CH:13][CH:12]=2)[CH2:6][CH2:5][CH2:4][CH2:3][CH2:2]1.[OH2:36].O[N:38]1[C:42]2[CH:43]=[CH:44][CH:45]=[CH:46][C:41]=2N=N1.Cl.CN(C)CCCN=C=N[CH2:56][CH3:57].C(N(CC)CC)C. Product: [CH:1]1([CH2:7][CH2:8][CH2:9][O:10][C:11]2[CH:12]=[CH:13][C:14]([CH2:17][CH2:18][CH2:19][O:20][C:21]3[CH:26]=[CH:25][C:24]([C:27]([O:29][CH2:30][CH3:31])=[O:28])=[CH:23][C:22]=3[CH2:57][C:56]([NH:38][CH:42]3[CH2:43][CH2:44][CH2:45][CH:46]([C:27]([O:29][CH3:30])=[O:28])[CH2:41]3)=[O:36])=[CH:15][CH:16]=2)[CH2:2][CH2:3][CH2:4][CH2:5][CH2:6]1. The catalyst class is: 4. (2) Reactant: [CH3:1][O:2][C:3]1[CH:4]=[C:5]([NH:13][C:14]2[NH:19][C:18](=O)[CH:17]=[CH:16][N:15]=2)[CH:6]=[C:7]([O:11][CH3:12])[C:8]=1[O:9][CH3:10].P(Cl)(Cl)([Cl:23])=O. Product: [Cl:23][C:18]1[CH:17]=[CH:16][N:15]=[C:14]([NH:13][C:5]2[CH:4]=[C:3]([O:2][CH3:1])[C:8]([O:9][CH3:10])=[C:7]([O:11][CH3:12])[CH:6]=2)[N:19]=1. The catalyst class is: 10. (3) Reactant: [OH:1][CH:2]([C:4]1[O:5][C:6](=[O:21])[C:7]2[C:12]([C:13]=1[C:14]1[S:18][C:17]([CH:19]=O)=[CH:16][CH:15]=1)=[CH:11][CH:10]=[CH:9][CH:8]=2)[CH3:3].C(O)(=O)C.[N:26]1([C:32]([O:34][CH2:35][C:36]2[CH:41]=[CH:40][CH:39]=[CH:38][CH:37]=2)=[O:33])[CH2:31][CH2:30][NH:29][CH2:28][CH2:27]1.[Na].C([O-])(O)=O.[Na+]. Product: [OH:1][CH:2]([C:4]1[O:5][C:6](=[O:21])[C:7]2[C:12]([C:13]=1[C:14]1[S:18][C:17]([CH2:19][N:29]3[CH2:30][CH2:31][N:26]([C:32]([O:34][CH2:35][C:36]4[CH:41]=[CH:40][CH:39]=[CH:38][CH:37]=4)=[O:33])[CH2:27][CH2:28]3)=[CH:16][CH:15]=1)=[CH:11][CH:10]=[CH:9][CH:8]=2)[CH3:3]. The catalyst class is: 2.